Dataset: Peptide-MHC class II binding affinity with 134,281 pairs from IEDB. Task: Regression. Given a peptide amino acid sequence and an MHC pseudo amino acid sequence, predict their binding affinity value. This is MHC class II binding data. The peptide sequence is YDKFLANVHTVLTGK. The MHC is DRB3_0202 with pseudo-sequence DRB3_0202. The binding affinity (normalized) is 0.876.